This data is from Full USPTO retrosynthesis dataset with 1.9M reactions from patents (1976-2016). The task is: Predict the reactants needed to synthesize the given product. (1) Given the product [NH2:8][C:9]1[C:10]([C:28]([O:30][CH3:31])=[O:29])=[N:11][C:12]([CH:15]2[CH2:16][CH2:17][NH:18][CH2:19][CH2:20]2)=[CH:13][N:14]=1, predict the reactants needed to synthesize it. The reactants are: C(OC([N:8](C(OC(C)(C)C)=O)[C:9]1[C:10]([C:28]([O:30][CH3:31])=[O:29])=[N:11][C:12]([CH:15]2[CH2:20][CH2:19][N:18](C(OC(C)(C)C)=O)[CH2:17][CH2:16]2)=[CH:13][N:14]=1)=O)(C)(C)C.C(O)(C(F)(F)F)=O. (2) Given the product [CH:22]1([C:21]2[C:16]([N:13]3[CH2:14][CH2:15][N:10]([C:8]([C:5]4[CH:4]=[CH:3][C:2]([N:28]5[CH2:29][CH2:30][O:26][C:27]5=[O:31])=[N:7][CH:6]=4)=[O:9])[CH2:11][CH2:12]3)=[N:17][CH:18]=[C:19]([CH3:25])[CH:20]=2)[CH2:24][CH2:23]1, predict the reactants needed to synthesize it. The reactants are: Br[C:2]1[N:7]=[CH:6][C:5]([C:8]([N:10]2[CH2:15][CH2:14][N:13]([C:16]3[C:21]([CH:22]4[CH2:24][CH2:23]4)=[CH:20][C:19]([CH3:25])=[CH:18][N:17]=3)[CH2:12][CH2:11]2)=[O:9])=[CH:4][CH:3]=1.[O:26]1[CH2:30][CH2:29][NH:28][C:27]1=[O:31]. (3) Given the product [C:21]([C:7]1[C:8]2[S:12][C:11]([NH:13][C:14]([CH:16]3[CH2:17][CH2:18]3)=[O:15])=[N:10][C:9]=2[CH:19]=[CH:20][C:6]=1[O:5][C:4]1[CH:23]=[CH:24][C:25]([F:26])=[C:2]([NH:1][C:28](=[O:29])[NH:27][C:30]2[CH:35]=[CH:34][C:33]([C:36]([F:37])([F:39])[F:38])=[CH:32][CH:31]=2)[CH:3]=1)#[N:22], predict the reactants needed to synthesize it. The reactants are: [NH2:1][C:2]1[CH:3]=[C:4]([CH:23]=[CH:24][C:25]=1[F:26])[O:5][C:6]1[CH:20]=[CH:19][C:9]2[N:10]=[C:11]([NH:13][C:14]([CH:16]3[CH2:18][CH2:17]3)=[O:15])[S:12][C:8]=2[C:7]=1[C:21]#[N:22].[N:27]([C:30]1[CH:35]=[CH:34][C:33]([C:36]([F:39])([F:38])[F:37])=[CH:32][CH:31]=1)=[C:28]=[O:29]. (4) Given the product [Br:1][C:2]1[CH:7]=[CH:6][C:5]([CH:8]([OH:10])[CH3:9])=[CH:4][CH:3]=1, predict the reactants needed to synthesize it. The reactants are: [Br:1][C:2]1[CH:7]=[CH:6][C:5]([C:8](=[O:10])[CH3:9])=[CH:4][CH:3]=1.[BH4-].[Na+].Cl. (5) Given the product [CH:38]([C:34]1[CH:33]=[C:32]([C:29]2([N:25]3[CH2:24][C@H:23]([C@@H:2]([NH:1][C:44](=[O:45])[CH2:43][O:42][CH3:41])[CH2:3][C:4]4[CH:5]=[CH:6][C:7]([NH:10][C:11]5[CH:16]=[C:15]([C:17]6[CH:18]=[CH:19][CH:20]=[CH:21][CH:22]=6)[N:14]=[CH:13][N:12]=5)=[CH:8][CH:9]=4)[O:27][C:26]3=[O:28])[CH2:31][CH2:30]2)[CH:37]=[CH:36][CH:35]=1)([CH3:40])[CH3:39], predict the reactants needed to synthesize it. The reactants are: [NH2:1][C@H:2]([C@@H:23]1[O:27][C:26](=[O:28])[N:25]([C:29]2([C:32]3[CH:37]=[CH:36][CH:35]=[C:34]([CH:38]([CH3:40])[CH3:39])[CH:33]=3)[CH2:31][CH2:30]2)[CH2:24]1)[CH2:3][C:4]1[CH:9]=[CH:8][C:7]([NH:10][C:11]2[CH:16]=[C:15]([C:17]3[CH:22]=[CH:21][CH:20]=[CH:19][CH:18]=3)[N:14]=[CH:13][N:12]=2)=[CH:6][CH:5]=1.[CH3:41][O:42][CH2:43][C:44](O)=[O:45].CCN(CC)CC. (6) Given the product [Br:1][C:2]1[CH:7]=[CH:6][C:5]([CH2:8][N:18]2[CH2:23][CH2:22][CH2:21][CH2:20][CH2:19]2)=[C:4]([O:10][CH3:11])[CH:3]=1, predict the reactants needed to synthesize it. The reactants are: [Br:1][C:2]1[CH:7]=[CH:6][C:5]([CH2:8]Cl)=[C:4]([O:10][CH3:11])[CH:3]=1.C(=O)([O-])[O-].[K+].[K+].[NH:18]1[CH2:23][CH2:22][CH2:21][CH2:20][CH2:19]1. (7) Given the product [Br:13][C:14]1[CH:19]=[CH:18][C:17]([O:20][CH3:21])=[C:16]([I:23])[C:15]=1[F:22], predict the reactants needed to synthesize it. The reactants are: N(C(C)C)C(C)C.[Li]CCCC.[Br:13][C:14]1[CH:19]=[CH:18][C:17]([O:20][CH3:21])=[CH:16][C:15]=1[F:22].[I:23]I.